Dataset: Forward reaction prediction with 1.9M reactions from USPTO patents (1976-2016). Task: Predict the product of the given reaction. (1) Given the reactants [F:1][C:2]1[CH:3]=[C:4]([C@@H:9]2[CH2:13][NH:12][CH2:11][C@H:10]2[NH:14][C:15](=[O:21])[O:16][C:17]([CH3:20])([CH3:19])[CH3:18])[CH:5]=[CH:6][C:7]=1[F:8].[F:22][C:23]([F:28])([F:27])[C@@H:24]1[CH2:26][O:25]1.CCN(C(C)C)C(C)C.[CH3:38][S:39](Cl)(=[O:41])=[O:40], predict the reaction product. The product is: [CH3:38][S:39]([O:25][C@@H:24]([CH2:26][N:12]1[CH2:13][C@@H:9]([C:4]2[CH:5]=[CH:6][C:7]([F:8])=[C:2]([F:1])[CH:3]=2)[C@H:10]([NH:14][C:15]([O:16][C:17]([CH3:18])([CH3:20])[CH3:19])=[O:21])[CH2:11]1)[C:23]([F:28])([F:27])[F:22])(=[O:41])=[O:40]. (2) Given the reactants C[O:2][C:3](=O)[C:4]1[CH:9]=[CH:8][C:7]([N+:10]([O-:12])=[O:11])=[CH:6][C:5]=1[CH2:13][S:14][C:15]([CH3:18])([CH3:17])[CH3:16].C([BH-](CC)CC)C.[Li+], predict the reaction product. The product is: [C:15]([S:14][CH2:13][C:5]1[CH:6]=[C:7]([N+:10]([O-:12])=[O:11])[CH:8]=[CH:9][C:4]=1[CH2:3][OH:2])([CH3:18])([CH3:16])[CH3:17]. (3) Given the reactants [F:1][CH:2]([F:34])[C:3]1[CH:12]=[C:11]2[C:6]([CH2:7][CH2:8][CH2:9][N:10]2[C:13]2[C:17]3[CH2:18][NH:19][CH2:20][CH2:21][C:16]=3[N:15]([CH:22]3[CH2:27][CH2:26][O:25][CH2:24][CH2:23]3)[N:14]=2)=[CH:5][C:4]=1[C:28]1[S:29][C:30]([CH3:33])=[CH:31][CH:32]=1.[CH3:35][NH:36][C:37](N1C=CN=C1)=[O:38], predict the reaction product. The product is: [F:34][CH:2]([F:1])[C:3]1[CH:12]=[C:11]2[C:6]([CH2:7][CH2:8][CH2:9][N:10]2[C:13]2[C:17]3[CH2:18][N:19]([C:37]([NH:36][CH3:35])=[O:38])[CH2:20][CH2:21][C:16]=3[N:15]([CH:22]3[CH2:27][CH2:26][O:25][CH2:24][CH2:23]3)[N:14]=2)=[CH:5][C:4]=1[C:28]1[S:29][C:30]([CH3:33])=[CH:31][CH:32]=1. (4) Given the reactants [NH2:1][C:2]1[CH:3]=[C:4]([C:8]#[C:9][C:10]2[CH:11]=[C:12]([NH:16][C:17](=[O:23])[O:18][C:19]([CH3:22])([CH3:21])[CH3:20])[CH:13]=[CH:14][CH:15]=2)[CH:5]=[CH:6][CH:7]=1, predict the reaction product. The product is: [NH2:1][C:2]1[CH:3]=[C:4]([CH2:8][CH2:9][C:10]2[CH:11]=[C:12]([NH:16][C:17](=[O:23])[O:18][C:19]([CH3:21])([CH3:20])[CH3:22])[CH:13]=[CH:14][CH:15]=2)[CH:5]=[CH:6][CH:7]=1. (5) Given the reactants [Br:1][C:2]1[C:12]([N:13]([CH2:17][CH2:18]Cl)[CH2:14][CH2:15]Cl)=[C:11]([CH3:20])[C:5]2[CH2:6][C:7]([CH3:10])([CH3:9])[O:8][C:4]=2[C:3]=1[CH3:21].[CH3:22][O:23][C:24]1[CH:30]=[CH:29][C:27]([NH2:28])=[CH:26][CH:25]=1, predict the reaction product. The product is: [Br:1][C:2]1[C:12]([N:13]2[CH2:17][CH2:18][N:28]([C:27]3[CH:29]=[CH:30][C:24]([O:23][CH3:22])=[CH:25][CH:26]=3)[CH2:15][CH2:14]2)=[C:11]([CH3:20])[C:5]2[CH2:6][C:7]([CH3:10])([CH3:9])[O:8][C:4]=2[C:3]=1[CH3:21].